This data is from Catalyst prediction with 721,799 reactions and 888 catalyst types from USPTO. The task is: Predict which catalyst facilitates the given reaction. (1) Reactant: [F:1][C:2]1[CH:3]=[C:4]([CH:8]2[CH2:13][CH2:12][CH2:11][CH2:10][N:9]2[C:14]2[CH:15]=[CH:16][C:17]3[N:18]([C:20]([NH2:23])=[CH:21][N:22]=3)[N:19]=2)[CH:5]=[CH:6][CH:7]=1.C1N=CN([C:29]([N:31]2[CH:35]=N[CH:33]=[CH:32]2)=[O:30])C=1.Cl.N1CC([OH:41])C1.CCN(C(C)C)C(C)C. Product: [F:1][C:2]1[CH:3]=[C:4]([CH:8]2[CH2:13][CH2:12][CH2:11][CH2:10][N:9]2[C:14]2[CH:15]=[CH:16][C:17]3[N:18]([C:20]([NH:23][C:29]([N:31]4[CH2:32][CH:33]([OH:41])[CH2:35]4)=[O:30])=[CH:21][N:22]=3)[N:19]=2)[CH:5]=[CH:6][CH:7]=1. The catalyst class is: 2. (2) Reactant: [CH2:1]([N:8]1[CH2:12][CH:11]([C:13]2[CH:18]=[CH:17][C:16]([Cl:19])=[CH:15][CH:14]=2)[C:10]([CH2:21][OH:22])([CH3:20])[CH2:9]1)[C:2]1[CH:7]=[CH:6][CH:5]=[CH:4][CH:3]=1.[H-].[Na+].Br[C:26]1[CH:31]=[CH:30][C:29]([Cl:32])=[CH:28][N:27]=1. Product: [CH2:1]([N:8]1[CH2:12][CH:11]([C:13]2[CH:14]=[CH:15][C:16]([Cl:19])=[CH:17][CH:18]=2)[C:10]([CH2:21][O:22][C:26]2[CH:31]=[CH:30][C:29]([Cl:32])=[CH:28][N:27]=2)([CH3:20])[CH2:9]1)[C:2]1[CH:3]=[CH:4][CH:5]=[CH:6][CH:7]=1. The catalyst class is: 3. (3) Reactant: Br[CH2:2][C:3]([C:5]1[CH:6]=[C:7]2[C:11](=[CH:12][CH:13]=1)[NH:10][C:9](=[O:14])[CH2:8]2)=[O:4].[SH:15][CH2:16][CH2:17][C:18]([O:20][CH3:21])=[O:19].C(N(C(C)C)CC)(C)C. Product: [O:4]=[C:3]([C:5]1[CH:6]=[C:7]2[C:11](=[CH:12][CH:13]=1)[NH:10][C:9](=[O:14])[CH2:8]2)[CH2:2][S:15][CH2:16][CH2:17][C:18]([O:20][CH3:21])=[O:19]. The catalyst class is: 9. (4) Reactant: [F-].C([N+](CCCC)(CCCC)CCCC)CCC.[NH2:19][CH2:20][CH2:21][CH2:22][CH2:23][CH2:24][CH2:25][OH:26].C(N(CC)CC)C.Cl[C:35]1[CH:40]=[C:39]([C:41]2[CH:46]=[CH:45][CH:44]=[CH:43][N:42]=2)[N:38]=[C:37]([C:47]2[CH:52]=[CH:51][CH:50]=[CH:49][N:48]=2)[CH:36]=1. Product: [N:42]1[CH:43]=[CH:44][CH:45]=[CH:46][C:41]=1[C:39]1[CH:40]=[C:35]([O:26][CH2:25][CH2:24][CH2:23][CH2:22][CH2:21][CH2:20][NH2:19])[CH:36]=[C:37]([C:47]2[CH:52]=[CH:51][CH:50]=[CH:49][N:48]=2)[N:38]=1. The catalyst class is: 705.